Task: Predict which catalyst facilitates the given reaction.. Dataset: Catalyst prediction with 721,799 reactions and 888 catalyst types from USPTO (1) Reactant: [CH:1]12[CH2:7][CH:4]([NH:5][CH2:6]1)[CH2:3][N:2]2[C:8]1[C:17]2[C:12](=[CH:13][CH:14]=[CH:15][CH:16]=2)[N:11]=[C:10]([C:18]2[CH:23]=[CH:22][N:21]=[C:20]([NH:24][C@H:25]([C:27]3[CH:32]=[CH:31][CH:30]=[CH:29][CH:28]=3)[CH3:26])[CH:19]=2)[N:9]=1.C=O.[BH3-][C:36]#N.[Na+].C([O-])(O)=O.[Na+]. Product: [CH3:36][N:5]1[CH2:6][CH:1]2[CH2:7][CH:4]1[CH2:3][N:2]2[C:8]1[C:17]2[C:12](=[CH:13][CH:14]=[CH:15][CH:16]=2)[N:11]=[C:10]([C:18]2[CH:23]=[CH:22][N:21]=[C:20]([NH:24][C@H:25]([C:27]3[CH:32]=[CH:31][CH:30]=[CH:29][CH:28]=3)[CH3:26])[CH:19]=2)[N:9]=1. The catalyst class is: 147. (2) Reactant: [NH2:1][C:2]1[CH:7]=[CH:6][C:5]([Cl:8])=[CH:4][C:3]=1[CH2:9][C:10]1[CH:15]=[CH:14][CH:13]=[CH:12][C:11]=1[O:16][CH3:17].N1C=CC=CC=1.[CH3:24][O:25][C:26]1[CH:27]=[C:28]([S:34](Cl)(=[O:36])=[O:35])[CH:29]=[CH:30][C:31]=1[O:32][CH3:33]. Product: [Cl:8][C:5]1[CH:6]=[CH:7][C:2]([NH:1][S:34]([C:28]2[CH:29]=[CH:30][C:31]([O:32][CH3:33])=[C:26]([O:25][CH3:24])[CH:27]=2)(=[O:36])=[O:35])=[C:3]([CH2:9][C:10]2[CH:15]=[CH:14][CH:13]=[CH:12][C:11]=2[O:16][CH3:17])[CH:4]=1. The catalyst class is: 56. (3) Reactant: [CH:1]([NH:4][S:5]([C:8]1[CH:9]=[C:10]2[C:14](=[CH:15][CH:16]=1)[NH:13][C:12](=[O:17])[CH2:11]2)(=[O:7])=[O:6])([CH3:3])[CH3:2].[CH:18]([C:20]1[CH:29]=[CH:28][CH:27]=[CH:26][C:21]=1[C:22]([O:24][CH3:25])=[O:23])=O.CCCCCC.C(OCC)(=O)C. The catalyst class is: 360. Product: [CH3:25][O:24][C:22](=[O:23])[C:21]1[CH:26]=[CH:27][CH:28]=[CH:29][C:20]=1[CH:18]=[C:11]1[C:10]2[C:14](=[CH:15][CH:16]=[C:8]([S:5](=[O:7])(=[O:6])[NH:4][CH:1]([CH3:3])[CH3:2])[CH:9]=2)[NH:13][C:12]1=[O:17]. (4) Reactant: [Cl:1][C:2]1[N:10]=[C:9]([CH3:11])[N:8]=[C:7]2[C:3]=1[N:4]=[CH:5][NH:6]2.C1(C)C=CC(S(O)(=O)=O)=CC=1.[O:23]1[CH:28]=[CH:27][CH2:26][CH2:25][CH2:24]1.C(=O)(O)[O-].[Na+]. Product: [Cl:1][C:2]1[N:10]=[C:9]([CH3:11])[N:8]=[C:7]2[C:3]=1[N:4]=[CH:5][N:6]2[CH:24]1[CH2:25][CH2:26][CH2:27][CH2:28][O:23]1. The catalyst class is: 2. (5) Product: [CH3:33][C:31]1[N:32]=[C:28]([CH2:26][C:17]2[C:18]3[C:24]([CH:23]=[CH:22][CH:21]=[CH:20][CH:19]=3)=[CH:25][C:16]=2[CH3:15])[S:29][CH:30]=1. Reactant: C([SiH](CC)CC)C.FC(F)(F)C(O)=O.[CH3:15][C:16]1[CH:25]=[C:24]2[C:18](=[CH:19][CH:20]=[CH:21][CH:22]=[CH:23]2)[C:17]=1[CH:26]([C:28]1[S:29][CH:30]=[C:31]([CH3:33])[N:32]=1)O.[OH-].[K+]. The catalyst class is: 4.